This data is from Full USPTO retrosynthesis dataset with 1.9M reactions from patents (1976-2016). The task is: Predict the reactants needed to synthesize the given product. (1) Given the product [NH:17]([C:4]1[N:5]=[N:6][C:7]([C:10]2[CH:15]=[CH:14][CH:13]=[CH:12][CH:11]=2)=[CH:8][N:9]=1)[NH2:18], predict the reactants needed to synthesize it. The reactants are: CS([C:4]1[N:5]=[N:6][C:7]([C:10]2[CH:15]=[CH:14][CH:13]=[CH:12][CH:11]=2)=[CH:8][N:9]=1)=O.O.[NH2:17][NH2:18]. (2) Given the product [NH2:7][C:4]1[CH:3]=[C:2]([CH3:1])[N:6]([CH2:15][C:16]([N:18]2[CH2:19][CH2:20][N:21]([C:24]3[CH:29]=[CH:28][C:27]([F:30])=[CH:26][CH:25]=3)[CH2:22][CH2:23]2)=[O:17])[N:5]=1, predict the reactants needed to synthesize it. The reactants are: [CH3:1][C:2]1[NH:6][N:5]=[C:4]([NH2:7])[CH:3]=1.C([O-])([O-])=O.[K+].[K+].Cl[CH2:15][C:16]([N:18]1[CH2:23][CH2:22][N:21]([C:24]2[CH:29]=[CH:28][C:27]([F:30])=[CH:26][CH:25]=2)[CH2:20][CH2:19]1)=[O:17].CN(C=O)C. (3) Given the product [F:26][C:21]1[C:22]([C:40]([O:36][CH2:34][CH3:35])=[O:41])=[N:23][CH:24]=[C:19]([OH:18])[CH:20]=1, predict the reactants needed to synthesize it. The reactants are: [Si]([O:18][C:19]1[CH:20]=[C:21]([F:26])[C:22](Cl)=[N:23][CH:24]=1)(C(C)(C)C)(C1C=CC=CC=1)C1C=CC=CC=1.C(N(CC)CC)C.[CH2:34]([OH:36])[CH3:35].CN([CH:40]=[O:41])C. (4) Given the product [Cl:18][C:19]1[CH:20]=[N:21][CH:22]=[C:23]([Cl:26])[C:15]=1[N:12]1[CH2:13][CH2:14][N:9]([C:1]([C:2]2[CH:7]=[CH:6][CH:5]=[CH:4][CH:3]=2)=[O:8])[CH2:10][CH2:11]1, predict the reactants needed to synthesize it. The reactants are: [C:1]([N:9]1[CH2:14][CH2:13][N:12]([C:15]([O-])=O)[CH2:11][CH2:10]1)(=[O:8])[C:2]1[CH:7]=[CH:6][CH:5]=[CH:4][CH:3]=1.[Cl:18][C:19]1[CH:20]=[N:21][CH:22]=[C:23]([Cl:26])C=1Cl.C(N(CC)CC)C. (5) Given the product [C:23]([O:22][CH2:21][CH2:20][CH2:19][O:18][C:11]1[CH:12]=[C:13]2[C:8](=[CH:9][C:10]=1[O:26][CH3:27])[CH:7]([CH2:28][C:29]1[CH:34]=[CH:33][CH:32]=[C:31]([O:35][CH3:36])[CH:30]=1)[NH:6][CH:15]=[C:14]2[CH:16]=[O:17])(=[O:25])[CH3:24], predict the reactants needed to synthesize it. The reactants are: C(OC([N:6]1[CH:15]=[C:14]([CH:16]=[O:17])[C:13]2[C:8](=[CH:9][C:10]([O:26][CH3:27])=[C:11]([O:18][CH2:19][CH2:20][CH2:21][O:22][C:23](=[O:25])[CH3:24])[CH:12]=2)[CH:7]1[CH2:28][C:29]1[CH:34]=[CH:33][CH:32]=[C:31]([O:35][CH3:36])[CH:30]=1)=O)C.[OH-].[K+].